Dataset: Reaction yield outcomes from USPTO patents with 853,638 reactions. Task: Predict the reaction yield, written as a fraction of the theoretical maximum amount of product (1.0 means a 100% yield; for example, 0.34 means a 34% yield). The reactants are N1C2C(=CC=CC=2)C(=O)C1=O.Cl[C:13](Cl)(Cl)[CH:14]([OH:16])O.Cl.[NH2:20][OH:21].S([O-])([O-])(=O)=O.[Na+].[Na+].[CH3:29][C:30]1[C:36]([CH3:37])=[CH:35][CH:34]=[CH:33][C:31]=1[NH2:32]. The catalyst is O. The product is [CH3:29][C:30]1[C:36]([CH3:37])=[CH:35][CH:34]=[CH:33][C:31]=1[NH:32][C:14](=[O:16])[CH:13]=[N:20][OH:21]. The yield is 0.870.